This data is from Reaction yield outcomes from USPTO patents with 853,638 reactions. The task is: Predict the reaction yield, written as a fraction of the theoretical maximum amount of product (1.0 means a 100% yield; for example, 0.34 means a 34% yield). (1) The reactants are [H-].[Na+].[F:3][C:4]1[CH:5]=[CH:6][C:7]2[C:13](=[O:14])[CH2:12][CH2:11][CH2:10][O:9][C:8]=2[CH:15]=1.Cl.[CH3:17][O:18][C:19](=O)[O:20]C. No catalyst specified. The product is [CH3:17][O:18][C:19]([CH:12]1[CH2:11][CH2:10][O:9][C:8]2[CH:15]=[C:4]([F:3])[CH:5]=[CH:6][C:7]=2[C:13]1=[O:14])=[O:20]. The yield is 0.0700. (2) The reactants are [F:1][C:2]([F:43])([F:42])[C:3]1[CH:4]=[C:5]([CH:39]=[CH:40][CH:41]=1)[CH2:6][NH:7][C:8](=[O:38])[C:9]1[CH:14]=[CH:13][N:12]=[C:11]([C:15]2[CH:20]=[C:19]([N:21]3[CH2:26][CH2:25][CH2:24][CH2:23][CH2:22]3)[CH:18]=[CH:17][C:16]=2[NH:27][C:28](=[O:37])[C:29]2(CCl)[CH:34]=[CH:33][CH:32]=[CH:31][NH:30]2)[CH:10]=1.[NH:44]1[CH2:48][CH2:47][C@H:46]([NH:49][C:50](=[O:52])[CH3:51])[CH2:45]1.[C:53](=O)([O-])[O-].[K+].[K+].[I-].[K+]. The catalyst is CN(C)C=O.C(OCC)(=O)C. The product is [C:50]([NH:49][C@H:46]1[CH2:47][CH2:48][N:44]([CH2:53][C:31]2[N:30]=[C:29]([C:28]([NH:27][C:16]3[CH:17]=[CH:18][C:19]([N:21]4[CH2:26][CH2:25][CH2:24][CH2:23][CH2:22]4)=[CH:20][C:15]=3[C:11]3[CH:10]=[C:9]([C:8](=[O:38])[NH:7][CH2:6][C:5]4[CH:39]=[CH:40][CH:41]=[C:3]([C:2]([F:43])([F:1])[F:42])[CH:4]=4)[CH:14]=[CH:13][N:12]=3)=[O:37])[CH:34]=[CH:33][CH:32]=2)[CH2:45]1)(=[O:52])[CH3:51]. The yield is 0.390. (3) The reactants are [C:1]([O:5][C:6]([N:8]1[CH2:13][CH2:12][C:11]([NH:17][C:18]([O:20][C:21]([CH3:24])([CH3:23])[CH3:22])=[O:19])([C:14](=O)[NH2:15])[CH2:10][CH2:9]1)=[O:7])([CH3:4])([CH3:3])[CH3:2].CO. The catalyst is C1COCC1. The product is [C:1]([O:5][C:6]([N:8]1[CH2:13][CH2:12][C:11]([CH2:14][NH2:15])([NH:17][C:18]([O:20][C:21]([CH3:24])([CH3:23])[CH3:22])=[O:19])[CH2:10][CH2:9]1)=[O:7])([CH3:4])([CH3:3])[CH3:2]. The yield is 0.0600.